This data is from Catalyst prediction with 721,799 reactions and 888 catalyst types from USPTO. The task is: Predict which catalyst facilitates the given reaction. (1) Reactant: [CH3:1][C:2]1[S:3][C:4]2[CH:10]=[CH:9][C:8]([OH:11])=[CH:7][C:5]=2[N:6]=1.Cl[C:13]1[N:18]=[N:17][C:16]([C:19]2[CH:24]=[CH:23][CH:22]=[CH:21][CH:20]=2)=[C:15]([C:25]2[CH:30]=[CH:29][C:28]([C:31]([F:34])([F:33])[F:32])=[CH:27][CH:26]=2)[CH:14]=1.[H-].[Na+]. Product: [CH3:1][C:2]1[S:3][C:4]2[CH:10]=[CH:9][C:8]([O:11][C:13]3[N:18]=[N:17][C:16]([C:19]4[CH:20]=[CH:21][CH:22]=[CH:23][CH:24]=4)=[C:15]([C:25]4[CH:26]=[CH:27][C:28]([C:31]([F:32])([F:34])[F:33])=[CH:29][CH:30]=4)[CH:14]=3)=[CH:7][C:5]=2[N:6]=1. The catalyst class is: 3. (2) Reactant: C(=O)([O-])[O-].[K+].[K+].Br[CH2:8][CH2:9][O:10][Si:11]([C:14]([CH3:17])([CH3:16])[CH3:15])([CH3:13])[CH3:12].[CH3:18][O:19][C:20](=[O:45])[N:21]=[C:22]([S:43][CH3:44])[C:23](=[N:34][C:35]1[CH:40]=[CH:39][C:38]([C:41]#[N:42])=[CH:37][CH:36]=1)[C:24]1[CH:29]=[C:28]([O:30][CH3:31])[CH:27]=[C:26]([OH:32])[C:25]=1[F:33].O. Product: [CH3:18][O:19][C:20](=[O:45])[N:21]=[C:22]([S:43][CH3:44])[C:23]([C:24]1[CH:29]=[C:28]([O:30][CH3:31])[CH:27]=[C:26]([O:32][CH2:8][CH2:9][O:10][Si:11]([C:14]([CH3:17])([CH3:16])[CH3:15])([CH3:13])[CH3:12])[C:25]=1[F:33])=[N:34][C:35]1[CH:40]=[CH:39][C:38]([C:41]#[N:42])=[CH:37][CH:36]=1. The catalyst class is: 39.